From a dataset of Reaction yield outcomes from USPTO patents with 853,638 reactions. Predict the reaction yield, written as a fraction of the theoretical maximum amount of product (1.0 means a 100% yield; for example, 0.34 means a 34% yield). The reactants are C(N(CCCC)CCCC)CCC.[CH2:14]([OH:22])[C:15]([F:21])([F:20])[C:16]([F:19])([F:18])[F:17].[CH2:23]=[C:24]([C:29](OS(F)(=O)=O)([F:31])[F:30])[C:25]([F:28])([F:27])[F:26]. The catalyst is COCCOCCOC. The product is [CH2:23]=[C:24]([C:29]([O:22][CH2:14][C:15]([C:16]([F:19])([F:18])[F:17])([F:21])[F:20])([F:31])[F:30])[C:25]([F:28])([F:27])[F:26]. The yield is 0.580.